The task is: Predict the product of the given reaction.. This data is from Forward reaction prediction with 1.9M reactions from USPTO patents (1976-2016). (1) Given the reactants [K+].[Br-].C([C:10]1[N:15]([CH2:16][C:17]([NH:19][CH:20]([C:25](=[O:38])[CH2:26][O:27][C:28](=[O:37])[C:29]2[C:34]([Cl:35])=[CH:33][CH:32]=[CH:31][C:30]=2[Cl:36])[CH2:21][C:22]([OH:24])=[O:23])=[O:18])[C:14](=[O:39])[C:13]([NH:40][C:41](=[O:50])CCC2C=CC=CC=2)=[CH:12][CH:11]=1)C1C=CC=CC=1.[CH3:51][OH:52], predict the reaction product. The product is: [CH2:51]([O:52][C:41]([NH:40][C:13]1[C:14](=[O:39])[N:15]([CH2:16][C:17]([NH:19][CH:20]([C:25](=[O:38])[CH2:26][O:27][C:28](=[O:37])[C:29]2[C:34]([Cl:35])=[CH:33][CH:32]=[CH:31][C:30]=2[Cl:36])[CH2:21][C:22]([OH:24])=[O:23])=[O:18])[CH:10]=[CH:11][CH:12]=1)=[O:50])[C:29]1[CH:34]=[CH:33][CH:32]=[CH:31][CH:30]=1. (2) Given the reactants Cl.Cl.[NH2:3][C:4]1[CH:11]=[C:10]([CH2:12][N:13]2[CH2:18][CH2:17][CH:16]([CH2:19][C:20]3[NH:24][C:23]4[CH:25]=[C:26]([Cl:29])[CH:27]=[CH:28][C:22]=4[N:21]=3)[CH2:15][C:14]2=[O:30])[CH:9]=[CH:8][C:5]=1[C:6]#[N:7].[C:31](#[N:33])[CH3:32], predict the reaction product. The product is: [NH2:7][C:6]1[C:5]2[C:4](=[CH:11][C:10]([CH2:12][N:13]3[CH2:18][CH2:17][CH:16]([CH2:19][C:20]4[NH:24][C:23]5[CH:25]=[C:26]([Cl:29])[CH:27]=[CH:28][C:22]=5[N:21]=4)[CH2:15][C:14]3=[O:30])=[CH:9][CH:8]=2)[N:3]=[C:31]([CH3:32])[N:33]=1. (3) Given the reactants [F:1][C:2]1[CH:3]=[C:4]([OH:9])[CH:5]=[C:6]([F:8])[CH:7]=1.[CH3:10][O:11][CH2:12][CH2:13]O.C1(P(C2C=CC=CC=2)C2C=CC=CC=2)C=CC=CC=1.CC(OC(/N=N/C(OC(C)C)=O)=O)C, predict the reaction product. The product is: [F:1][C:2]1[CH:3]=[C:4]([O:9][CH2:13][CH2:12][O:11][CH3:10])[CH:5]=[C:6]([F:8])[CH:7]=1. (4) Given the reactants [Cl:1][C:2]1[N:10]=[C:9]([I:11])[CH:8]=[CH:7][C:3]=1[C:4]([OH:6])=[O:5].[CH3:12]N(C)C=O.C(Cl)(=O)C(Cl)=O.CO, predict the reaction product. The product is: [CH3:12][O:5][C:4](=[O:6])[C:3]1[CH:7]=[CH:8][C:9]([I:11])=[N:10][C:2]=1[Cl:1]. (5) Given the reactants CN(C)[C:3]([S:5][C:6]1[CH:7]=[C:8]2[C:12](=[CH:13][CH:14]=1)[C@H:11]([CH2:15][C:16]([O:18][CH2:19][CH3:20])=[O:17])[CH2:10][CH2:9]2)=O.[O-:22][CH2:23][CH3:24].[Na+].BrCCC[C:30]1[CH:35]=[CH:34][C:33]([C:36]2[S:37][C:38]3[CH2:44][CH2:43][CH2:42][O:41][C:39]=3[N:40]=2)=[CH:32][C:31]=1[CH2:45][CH2:46][CH3:47].Cl, predict the reaction product. The product is: [S:37]1[C:38]2[CH2:44][CH2:43][CH2:42][O:41][C:39]=2[N:40]=[C:36]1[C:33]1[CH:34]=[CH:35][C:30]([O:22][CH2:23][CH2:24][CH2:3][S:5][C:6]2[CH:7]=[C:8]3[C:12](=[CH:13][CH:14]=2)[C@H:11]([CH2:15][C:16]([O:18][CH2:19][CH3:20])=[O:17])[CH2:10][CH2:9]3)=[C:31]([CH2:45][CH2:46][CH3:47])[CH:32]=1. (6) Given the reactants [C:1]([C@H:3]1[C@H:8]2[CH2:9][C@H:7]2[C@H:6]2[C@H:10]3[C@H:20]([CH2:21][CH2:22][C@:4]12[CH3:5])[C@:18]1([CH3:19])[C:13]([CH:14]=[C:15]([O:23]C)[CH2:16][CH2:17]1)=[CH:12][CH2:11]3)#[N:2].C([O-])(=O)C.[Na+].BrN1C(C)(C)C(=O)N(Br)C1=O.[Br-].[Li+].C(=O)([O-])[O-].[Li+].[Li+], predict the reaction product. The product is: [C:1]([C@H:3]1[C@H:8]2[CH2:9][C@H:7]2[C@H:6]2[C@H:10]3[C@H:20]([CH2:21][CH2:22][C@:4]12[CH3:5])[C@:18]1([CH3:19])[C:13](=[CH:14][C:15](=[O:23])[CH2:16][CH2:17]1)[CH:12]=[CH:11]3)#[N:2]. (7) Given the reactants [OH:1][C:2]1[CH:3]=[C:4]([C:18]([OH:20])=O)[C:5]2[O:9][C:8]([C:10]3[CH:15]=[CH:14][C:13]([OH:16])=[CH:12][CH:11]=3)=[CH:7][C:6]=2[CH:17]=1.Cl.[CH3:22][NH:23][O:24][CH3:25].CCN=C=NCCCN(C)C.Cl.Cl, predict the reaction product. The product is: [CH3:25][O:24][N:23]([CH3:22])[C:18]([C:4]1[C:5]2[O:9][C:8]([C:10]3[CH:15]=[CH:14][C:13]([OH:16])=[CH:12][CH:11]=3)=[CH:7][C:6]=2[CH:17]=[C:2]([OH:1])[CH:3]=1)=[O:20].